The task is: Regression/Classification. Given a drug SMILES string, predict its absorption, distribution, metabolism, or excretion properties. Task type varies by dataset: regression for continuous measurements (e.g., permeability, clearance, half-life) or binary classification for categorical outcomes (e.g., BBB penetration, CYP inhibition). For this dataset (half_life_obach), we predict log10(half-life) (log10 of half-life in hours).. This data is from Drug half-life prediction data from Obach et al.. (1) The log10(half-life) is 0.340. The molecule is COc1nc(C)nc(Cl)c1NC1=NCCN1. (2) The compound is COc1cccc2c1C(=O)c1c(O)c3c(c(O)c1C2=O)C[C@@](O)(C(=O)CO)C[C@@H]3O[C@H]1C[C@H](N)[C@@H](O)[C@H](C)O1. The log10(half-life) is 1.56.